Dataset: Forward reaction prediction with 1.9M reactions from USPTO patents (1976-2016). Task: Predict the product of the given reaction. (1) Given the reactants [CH3:1][O:2][C:3]1[N:8]=[CH:7][C:6]([C:9]2[S:13][C:12]([S:14](Cl)(=[O:16])=[O:15])=[CH:11][C:10]=2[CH3:18])=[CH:5][CH:4]=1.[OH-].[NH4+:20], predict the reaction product. The product is: [CH3:1][O:2][C:3]1[N:8]=[CH:7][C:6]([C:9]2[S:13][C:12]([S:14]([NH2:20])(=[O:16])=[O:15])=[CH:11][C:10]=2[CH3:18])=[CH:5][CH:4]=1. (2) Given the reactants [NH:1]1[C:5]2[N:6]=[CH:7][CH:8]=[C:9]([C:10]([OH:12])=O)[C:4]=2[CH:3]=[CH:2]1.[C:13]([O:17][CH2:18][C:19]1[CH:24]=[CH:23][CH:22]=[CH:21][CH:20]=1)(=[O:16])[NH:14][NH2:15], predict the reaction product. The product is: [NH:1]1[C:5]2=[N:6][CH:7]=[CH:8][C:9]([C:10]([NH:15][NH:14][C:13]([O:17][CH2:18][C:19]3[CH:24]=[CH:23][CH:22]=[CH:21][CH:20]=3)=[O:16])=[O:12])=[C:4]2[CH:3]=[CH:2]1.